Dataset: Reaction yield outcomes from USPTO patents with 853,638 reactions. Task: Predict the reaction yield, written as a fraction of the theoretical maximum amount of product (1.0 means a 100% yield; for example, 0.34 means a 34% yield). (1) The reactants are [Cl:1][C:2]1[C:3]([F:12])=[CH:4][C:5]([N+:9]([O-:11])=[O:10])=[C:6]([CH:8]=1)[NH2:7].O[CH2:14][CH:15]([CH2:17]O)O.[Na+].[N+](C1C=C(S([O-])(=O)=O)C=CC=1)([O-])=O.OS(O)(=O)=O.O. No catalyst specified. The product is [Cl:1][C:2]1[C:3]([F:12])=[CH:4][C:5]([N+:9]([O-:11])=[O:10])=[C:6]2[C:8]=1[CH:14]=[CH:15][CH:17]=[N:7]2. The yield is 0.670. (2) The reactants are [Al+3].[Cl-].[Cl-].[Cl-].C(O[C:9](=[O:11])[CH3:10])(=O)C.[C:12]1([S:18]([N:21]2[C:29]3[C:24](=[CH:25][CH:26]=[CH:27][CH:28]=3)[CH2:23][CH2:22]2)(=[O:20])=[O:19])[CH:17]=[CH:16][CH:15]=[CH:14][CH:13]=1. The catalyst is C(Cl)Cl. The product is [C:12]1([S:18]([N:21]2[C:29]3[C:24](=[CH:25][C:26]([C:9](=[O:11])[CH3:10])=[CH:27][CH:28]=3)[CH2:23][CH2:22]2)(=[O:20])=[O:19])[CH:13]=[CH:14][CH:15]=[CH:16][CH:17]=1. The yield is 0.790.